Dataset: Reaction yield outcomes from USPTO patents with 853,638 reactions. Task: Predict the reaction yield, written as a fraction of the theoretical maximum amount of product (1.0 means a 100% yield; for example, 0.34 means a 34% yield). No catalyst specified. The reactants are [NH2:1][C:2]1[CH:11]=[C:10]([O:12][CH2:13][CH2:14][CH2:15][Cl:16])[C:9]([O:17][CH3:18])=[CH:8][C:3]=1[C:4]([O:6][CH3:7])=[O:5].[CH3:19][N:20]([CH:22](OC)OC)[CH3:21]. The product is [Cl:16][CH2:15][CH2:14][CH2:13][O:12][C:10]1[C:9]([O:17][CH3:18])=[CH:8][C:3]([C:4]([O:6][CH3:7])=[O:5])=[C:2](/[N:1]=[CH:19]/[N:20]([CH3:22])[CH3:21])[CH:11]=1. The yield is 0.990.